From a dataset of Forward reaction prediction with 1.9M reactions from USPTO patents (1976-2016). Predict the product of the given reaction. (1) Given the reactants Br[C:2]1[CH:3]=[C:4]([O:9][CH2:10][C:11]2[C:16]([Cl:17])=[CH:15][CH:14]=[CH:13][C:12]=2[Cl:18])[C:5]([NH2:8])=[N:6][CH:7]=1.[C:19](=[O:22])([O-])[O-].[Na+].[Na+], predict the reaction product. The product is: [NH2:8][C:5]1[N:6]=[CH:7][C:2]([C:3]2[CH:4]=[CH:5][C:19]([OH:22])=[CH:7][CH:2]=2)=[CH:3][C:4]=1[O:9][CH2:10][C:11]1[C:16]([Cl:17])=[CH:15][CH:14]=[CH:13][C:12]=1[Cl:18]. (2) Given the reactants [C:9](O[C:9]([O:11][C:12]([CH3:15])([CH3:14])[CH3:13])=[O:10])([O:11][C:12]([CH3:15])([CH3:14])[CH3:13])=[O:10].Cl.[SH:17][CH2:18][CH2:19][NH2:20].ClCCl, predict the reaction product. The product is: [SH:17][CH2:18][CH2:19][NH:20][C:9]([O:11][C:12]([CH3:13])([CH3:14])[CH3:15])=[O:10]. (3) Given the reactants [OH:1][C:2]1[CH:3]=[C:4]([CH2:9][CH2:10][C:11]([O:13][CH2:14][CH3:15])=[O:12])[CH:5]=[CH:6][C:7]=1[OH:8].[CH2:16](Br)[C:17]#[CH:18].[C:20](=O)([O-])[O-].[K+].[K+].[C:26](#N)[CH3:27], predict the reaction product. The product is: [CH2:16]([O:1][C:2]1[CH:3]=[C:4]([CH2:9][CH2:10][C:11]([O:13][CH2:14][CH3:15])=[O:12])[CH:5]=[CH:6][C:7]=1[O:8][CH2:20][C:26]#[CH:27])[C:17]#[CH:18]. (4) Given the reactants Cl.[NH:2]1[CH2:7][CH2:6][CH:5]([N:8]2[C:13]3[CH:14]=[CH:15][CH:16]=[CH:17][C:12]=3[CH2:11][O:10][C:9]2=[O:18])[CH2:4][CH2:3]1.Cl[C:20]1[N:25]=[C:24]([C:26]([F:29])([F:28])[F:27])[C:23]([C:30]([OH:32])=[O:31])=[CH:22][N:21]=1, predict the reaction product. The product is: [O:18]=[C:9]1[O:10][CH2:11][C:12]2[CH:17]=[CH:16][CH:15]=[CH:14][C:13]=2[N:8]1[CH:5]1[CH2:4][CH2:3][N:2]([C:20]2[N:25]=[C:24]([C:26]([F:28])([F:29])[F:27])[C:23]([C:30]([OH:32])=[O:31])=[CH:22][N:21]=2)[CH2:7][CH2:6]1. (5) Given the reactants C([O:3][C:4](=[O:36])[CH:5]([O:33][CH2:34][CH3:35])[CH2:6][C:7]1[CH:12]=[CH:11][C:10]([O:13][CH2:14][CH2:15][C:16]2[N:17]=[C:18]([C:22]3[CH:27]=[CH:26][C:25]([F:28])=[CH:24][C:23]=3[O:29][CH2:30][CH3:31])[O:19][C:20]=2[CH3:21])=[CH:9][C:8]=1[CH3:32])C.[Li+].[OH-], predict the reaction product. The product is: [CH2:34]([O:33][CH:5]([CH2:6][C:7]1[CH:12]=[CH:11][C:10]([O:13][CH2:14][CH2:15][C:16]2[N:17]=[C:18]([C:22]3[CH:27]=[CH:26][C:25]([F:28])=[CH:24][C:23]=3[O:29][CH2:30][CH3:31])[O:19][C:20]=2[CH3:21])=[CH:9][C:8]=1[CH3:32])[C:4]([OH:36])=[O:3])[CH3:35]. (6) Given the reactants [CH3:1][O:2][C:3]1[CH:8]=[CH:7][C:6]([NH:9][C:10]([C:12]2[CH:17]=[CH:16][C:15]([C:18]3[CH:23]=[CH:22][CH:21]=[CH:20][CH:19]=3)=[CH:14][CH:13]=2)=[O:11])=[CH:5][C:4]=1[NH:24][C:25](=[O:35])[CH2:26][N:27]1[CH2:33][CH:32]2[O:34][CH:29](C[CH2:31]2)[CH2:28]1.ClCC(NC1C=C(NC(C2C=CC(C3C=CC=CC=3)=CC=2)=O)C=CC=1OC)=O.Cl.[C@H]12C[C@H](NC1)CO2, predict the reaction product. The product is: [CH3:1][O:2][C:3]1[CH:8]=[CH:7][C:6]([NH:9][C:10]([C:12]2[CH:13]=[CH:14][C:15]([C:18]3[CH:19]=[CH:20][CH:21]=[CH:22][CH:23]=3)=[CH:16][CH:17]=2)=[O:11])=[CH:5][C:4]=1[NH:24][C:25](=[O:35])[CH2:26][N:27]1[CH2:33][C@@H:32]2[CH2:31][C@H:28]1[CH2:29][O:34]2. (7) Given the reactants [C:1]([O:5][C:6]([N:8]1[C@@H:12]([CH2:13][CH:14]=[O:15])[CH2:11][O:10][C:9]1([CH3:17])[CH3:16])=[O:7])([CH3:4])([CH3:3])[CH3:2].[CH2:18]([Mg]Br)[CH3:19], predict the reaction product. The product is: [C:1]([O:5][C:6]([N:8]1[C@@H:12]([CH2:13][C@H:14]([OH:15])[CH2:18][CH3:19])[CH2:11][O:10][C:9]1([CH3:17])[CH3:16])=[O:7])([CH3:4])([CH3:3])[CH3:2]. (8) Given the reactants [Cl:1][C:2]1[CH:33]=[CH:32][C:5]([CH2:6][N:7]2[CH2:12][CH2:11][CH:10]([NH:13][CH2:14][C@H:15]([OH:31])[CH2:16][O:17][C:18]3[CH:23]=[C:22]([F:24])[CH:21]=[CH:20][C:19]=3[CH2:25][CH2:26][C:27]([O:29]C)=[O:28])[CH2:9][CH2:8]2)=[CH:4][CH:3]=1.[OH-].[Na+].[C:36]([C:40]([OH:42])=[O:41])([F:39])([F:38])[F:37], predict the reaction product. The product is: [F:37][C:36]([F:39])([F:38])[C:40]([OH:42])=[O:41].[F:37][C:36]([F:39])([F:38])[C:40]([OH:42])=[O:41].[Cl:1][C:2]1[CH:33]=[CH:32][C:5]([CH2:6][N:7]2[CH2:12][CH2:11][CH:10]([NH:13][CH2:14][C@H:15]([OH:31])[CH2:16][O:17][C:18]3[CH:23]=[C:22]([F:24])[CH:21]=[CH:20][C:19]=3[CH2:25][CH2:26][C:27]([OH:29])=[O:28])[CH2:9][CH2:8]2)=[CH:4][CH:3]=1. (9) The product is: [Cl:8][C:9]1[CH:31]=[CH:30][C:12]([O:13][C:14]2[CH:19]=[CH:18][C:17]([C:20]([CH:23]3[CH2:25][CH2:24]3)([OH:21])[CH2:22][N:3]3[CH:4]=[N:33][CH:32]=[N:2]3)=[C:16]([C:26]([F:29])([F:28])[F:27])[CH:15]=2)=[CH:11][CH:10]=1. Given the reactants N1C=[CH:4][N:3]=[N:2]1.[OH-].[Na+].[Cl:8][C:9]1[CH:31]=[CH:30][C:12]([O:13][C:14]2[CH:19]=[CH:18][C:17]([C:20]3([CH:23]4[CH2:25][CH2:24]4)[CH2:22][O:21]3)=[C:16]([C:26]([F:29])([F:28])[F:27])[CH:15]=2)=[CH:11][CH:10]=1.[CH3:32][N:33](C=O)C, predict the reaction product.